From a dataset of Reaction yield outcomes from USPTO patents with 853,638 reactions. Predict the reaction yield, written as a fraction of the theoretical maximum amount of product (1.0 means a 100% yield; for example, 0.34 means a 34% yield). (1) The reactants are [C:1]([C:3]1[CH:4]=[C:5]([CH:9]=[CH:10][CH:11]=1)[C:6](O)=[O:7])#[N:2].O=S(Cl)[Cl:14].C(OCC)(=O)C. The catalyst is C1(C)C=CC=CC=1.CN(C=O)C.CCCCCC. The product is [C:1]([C:3]1[CH:4]=[C:5]([CH:9]=[CH:10][CH:11]=1)[C:6]([Cl:14])=[O:7])#[N:2]. The yield is 0.990. (2) The reactants are [CH3:1][O:2][C:3]([C:5]1[CH:14]=[CH:13][C:12]2[C:7](=[CH:8][C:9]([C:15]([CH2:19][CH3:20])(O)[CH2:16][CH3:17])=[CH:10][CH:11]=2)[CH:6]=1)=[O:4].[C:21]1([CH3:28])[C:26]([OH:27])=[CH:25][CH:24]=[CH:23][CH:22]=1.B(F)(F)F.O(CC)CC. The catalyst is CCOC(C)=O. The product is [CH3:1][O:2][C:3]([C:5]1[CH:14]=[CH:13][C:12]2[C:7](=[CH:8][C:9]([C:15]([CH2:19][CH3:20])([C:23]3[CH:24]=[CH:25][C:26]([OH:27])=[C:21]([CH3:28])[CH:22]=3)[CH2:16][CH3:17])=[CH:10][CH:11]=2)[CH:6]=1)=[O:4]. The yield is 0.860. (3) The product is [N+:19]([C:18]1[CH:17]=[CH:16][CH:15]=[C:14]([N+:22]([O-:24])=[O:23])[C:13]=1[NH:1][CH2:2][CH2:3][NH:4][C:5](=[O:11])[O:6][C:7]([CH3:8])([CH3:10])[CH3:9])([O-:21])=[O:20]. The catalyst is O1CCCC1.C(OCC)(=O)C. The yield is 0.996. The reactants are [NH2:1][CH2:2][CH2:3][NH:4][C:5](=[O:11])[O:6][C:7]([CH3:10])([CH3:9])[CH3:8].Cl[C:13]1[C:18]([N+:19]([O-:21])=[O:20])=[CH:17][CH:16]=[CH:15][C:14]=1[N+:22]([O-:24])=[O:23].C(N(CC)CC)C. (4) The reactants are [N:1]1([C@@H:5]2[C@H:14]([CH2:15][C:16]3[CH:21]=[CH:20][CH:19]=[CH:18][CH:17]=3)[C:13]3[CH:12]=[C:11]([N:22]4[CH2:25][CH:24]([NH2:26])[CH2:23]4)[CH:10]=[CH:9][C:8]=3[CH2:7][CH2:6]2)[CH2:4][CH2:3][CH2:2]1.[CH3:27][N:28]1[CH:32]=[C:31]([S:33](Cl)(=[O:35])=[O:34])[N:30]=[CH:29]1. The catalyst is C(Cl)Cl.CN(C)C1C=CN=CC=1. The product is [N:1]1([C@@H:5]2[C@H:14]([CH2:15][C:16]3[CH:21]=[CH:20][CH:19]=[CH:18][CH:17]=3)[C:13]3[CH:12]=[C:11]([N:22]4[CH2:25][CH:24]([NH:26][S:33]([C:31]5[N:30]=[CH:29][N:28]([CH3:27])[CH:32]=5)(=[O:35])=[O:34])[CH2:23]4)[CH:10]=[CH:9][C:8]=3[CH2:7][CH2:6]2)[CH2:4][CH2:3][CH2:2]1. The yield is 0.630. (5) The reactants are [C:1]([C:4]1[CH:12]=[C:8]([C:9]([OH:11])=[O:10])[C:7]([OH:13])=[CH:6][CH:5]=1)(=[O:3])[CH3:2].Cl.CN(C)[CH2:17][CH2:18][CH2:19]N=C=N.O.ON1C2C=CC=CC=2N=N1.C(O)CC. The catalyst is CN(C)C=O.O. The product is [C:1]([C:4]1[CH:12]=[C:8]([C:9]([O:11][CH2:17][CH2:18][CH3:19])=[O:10])[C:7]([OH:13])=[CH:6][CH:5]=1)(=[O:3])[CH3:2]. The yield is 0.450. (6) The reactants are COC1C=CC(C[O:8][C:9]2[CH:10]=[C:11]([C:16](=[O:18])[CH3:17])[CH:12]=[CH:13][C:14]=2[CH3:15])=CC=1.FC(F)(F)C(O)=O.O. The catalyst is C(Cl)Cl. The product is [OH:8][C:9]1[CH:10]=[C:11]([C:16](=[O:18])[CH3:17])[CH:12]=[CH:13][C:14]=1[CH3:15]. The yield is 0.950. (7) The reactants are [C:1]([NH:5][C:6]([C:8]1[C:16]2[C:11](=[N:12][CH:13]=[C:14]([C:17]3[C:25]4[C:20](=[CH:21][C:22]([F:26])=[CH:23][CH:24]=4)[N:19]([CH2:27][CH2:28][N:29]([CH3:31])[CH3:30])[N:18]=3)[N:15]=2)[N:10](COCC[Si](C)(C)C)[CH:9]=1)=[O:7])([CH3:4])([CH3:3])[CH3:2].FC(F)(F)C(O)=O. The catalyst is ClCCl. The product is [C:1]([NH:5][C:6]([C:8]1[C:16]2[C:11](=[N:12][CH:13]=[C:14]([C:17]3[C:25]4[C:20](=[CH:21][C:22]([F:26])=[CH:23][CH:24]=4)[N:19]([CH2:27][CH2:28][N:29]([CH3:31])[CH3:30])[N:18]=3)[N:15]=2)[NH:10][CH:9]=1)=[O:7])([CH3:4])([CH3:3])[CH3:2]. The yield is 0.585. (8) The reactants are Cl[C:2](=[O:7])[C:3]([O:5][CH3:6])=[O:4].[NH2:8][C:9]1[CH:14]=[CH:13][C:12]([C@H:15]2[CH2:20][CH2:19][C@H:18]([C:21]([O:23][C:24]([CH3:27])([CH3:26])[CH3:25])=[O:22])[CH2:17][CH2:16]2)=[CH:11][CH:10]=1.N1C=CC=CC=1. The catalyst is C(Cl)Cl. The product is [CH3:6][O:5][C:3](=[O:4])[C:2]([NH:8][C:9]1[CH:10]=[CH:11][C:12]([C@H:15]2[CH2:16][CH2:17][C@H:18]([C:21]([O:23][C:24]([CH3:27])([CH3:26])[CH3:25])=[O:22])[CH2:19][CH2:20]2)=[CH:13][CH:14]=1)=[O:7]. The yield is 0.800. (9) The reactants are [C:1]([CH2:9][C:10]#[N:11])(=[O:8])[C:2]1[CH:7]=[CH:6][CH:5]=[CH:4][CH:3]=1.CO[CH:14](OC)[N:15]([CH3:17])[CH3:16]. No catalyst specified. The product is [C:1]([C:9](=[CH:14][N:15]([CH3:17])[CH3:16])[C:10]#[N:11])(=[O:8])[C:2]1[CH:7]=[CH:6][CH:5]=[CH:4][CH:3]=1. The yield is 1.00. (10) The reactants are [F:1][C:2]([F:9])([F:8])OCC([O-])=O.[CH3:10][O:11][C:12]1[CH:17]=[CH:16][C:15]([NH2:18])=[CH:14][CH:13]=1. No catalyst specified. The product is [CH3:10][O:11][C:12]1[CH:17]=[C:16]2[C:15](=[CH:14][CH:13]=1)[N:18]=[C:14]([C:2]([F:1])([F:8])[F:9])[CH:13]=[C:12]2[OH:11]. The yield is 0.586.